The task is: Predict the reaction yield, written as a fraction of the theoretical maximum amount of product (1.0 means a 100% yield; for example, 0.34 means a 34% yield).. This data is from Reaction yield outcomes from USPTO patents with 853,638 reactions. (1) The reactants are [CH3:1][O:2][C:3]1[CH:4]=[C:5]2[C:9](=[CH:10][CH:11]=1)[NH:8][C:7]([C:12]1[C:13]([CH3:22])=[N:14][N:15]([CH2:18][CH2:19][O:20][CH3:21])[C:16]=1[CH3:17])=[C:6]2[CH:23]=O.[CH3:25][NH:26][C:27]([NH:29][C:30]1[CH:31]=[CH:32][C:33]2[O:37][CH2:36][C:35](=[O:38])[C:34]=2[CH:39]=1)=[O:28].C([O-])([O-])=O.[Na+].[Na+]. The catalyst is Cl.CCO. The product is [CH3:1][O:2][C:3]1[CH:4]=[C:5]2[C:9](=[CH:10][CH:11]=1)[NH:8][C:7]([C:12]1[C:13]([CH3:22])=[N:14][N:15]([CH2:18][CH2:19][O:20][CH3:21])[C:16]=1[CH3:17])=[C:6]2/[CH:23]=[C:36]1\[O:37][C:33]2[CH:32]=[CH:31][C:30]([NH:29][C:27]([NH:26][CH3:25])=[O:28])=[CH:39][C:34]=2[C:35]\1=[O:38]. The yield is 0.350. (2) The reactants are [H-].[Al+3].[Li+].[H-].[H-].[H-].[CH2:7]([C:9]1[N:10]=[CH:11][S:12][C:13]=1[C:14](OCC)=[O:15])[CH3:8]. The catalyst is C1COCC1. The product is [CH2:7]([C:9]1[N:10]=[CH:11][S:12][C:13]=1[CH2:14][OH:15])[CH3:8]. The yield is 0.790. (3) The reactants are [NH:1]1[CH2:6][CH2:5][CH2:4][CH2:3][CH2:2]1.Cl.C(N=C=NCCCN(C)C)C.[CH3:19][O:20][C:21]1[C:22](=[O:50])[C:23]([CH3:49])=[C:24]([CH2:30][C:31]2[CH:32]=[CH:33][C:34]([O:40][C:41]3[CH:46]=[CH:45][CH:44]=[C:43]([O:47][CH3:48])[CH:42]=3)=[C:35]([CH:39]=2)[C:36](O)=[O:37])[C:25](=[O:29])[C:26]=1[O:27][CH3:28]. The catalyst is C(Cl)Cl. The product is [CH3:19][O:20][C:21]1[C:22](=[O:50])[C:23]([CH3:49])=[C:24]([CH2:30][C:31]2[CH:32]=[CH:33][C:34]([O:40][C:41]3[CH:46]=[CH:45][CH:44]=[C:43]([O:47][CH3:48])[CH:42]=3)=[C:35]([CH:39]=2)[C:36]([N:1]2[CH2:6][CH2:5][CH2:4][CH2:3][CH2:2]2)=[O:37])[C:25](=[O:29])[C:26]=1[O:27][CH3:28]. The yield is 0.580. (4) The reactants are [Cl:1][C:2]1[N:7]=[C:6]([C:8]2[C:9]([C:13]3[CH:18]=[C:17]([CH3:19])[CH:16]=[C:15]([O:20][CH3:21])[CH:14]=3)=[N:10][NH:11][CH:12]=2)[CH:5]=[C:4]([NH:22][CH2:23][C@@H:24]([OH:26])[CH3:25])[N:3]=1.C(=O)([O-])[O-].[K+].[K+].I[CH2:34][C:35]#[N:36]. The catalyst is CC(C)=O. The product is [Cl:1][C:2]1[N:7]=[C:6]([C:8]2[C:9]([C:13]3[CH:18]=[C:17]([CH3:19])[CH:16]=[C:15]([O:20][CH3:21])[CH:14]=3)=[N:10][N:11]([CH2:34][C:35]#[N:36])[CH:12]=2)[CH:5]=[C:4]([NH:22][CH2:23][C@@H:24]([OH:26])[CH3:25])[N:3]=1. The yield is 0.434.